The task is: Regression. Given two drug SMILES strings and cell line genomic features, predict the synergy score measuring deviation from expected non-interaction effect.. This data is from NCI-60 drug combinations with 297,098 pairs across 59 cell lines. (1) Drug 1: CC12CCC3C(C1CCC2O)C(CC4=C3C=CC(=C4)O)CCCCCCCCCS(=O)CCCC(C(F)(F)F)(F)F. Drug 2: C1C(C(OC1N2C=NC3=C2NC=NCC3O)CO)O. Cell line: SK-MEL-28. Synergy scores: CSS=0.860, Synergy_ZIP=1.66, Synergy_Bliss=2.85, Synergy_Loewe=1.22, Synergy_HSA=1.02. (2) Drug 1: C1=CN(C(=O)N=C1N)C2C(C(C(O2)CO)O)(F)F. Drug 2: CN1C(=O)N2C=NC(=C2N=N1)C(=O)N. Cell line: OVCAR3. Synergy scores: CSS=31.1, Synergy_ZIP=-0.290, Synergy_Bliss=-3.53, Synergy_Loewe=-32.2, Synergy_HSA=-6.02. (3) Drug 1: CN(C(=O)NC(C=O)C(C(C(CO)O)O)O)N=O. Drug 2: CCC1(C2=C(COC1=O)C(=O)N3CC4=CC5=C(C=CC(=C5CN(C)C)O)N=C4C3=C2)O.Cl. Cell line: NCIH23. Synergy scores: CSS=-0.738, Synergy_ZIP=-10.5, Synergy_Bliss=-23.6, Synergy_Loewe=-52.4, Synergy_HSA=-24.3. (4) Drug 1: CNC(=O)C1=NC=CC(=C1)OC2=CC=C(C=C2)NC(=O)NC3=CC(=C(C=C3)Cl)C(F)(F)F. Drug 2: CC12CCC3C(C1CCC2OP(=O)(O)O)CCC4=C3C=CC(=C4)OC(=O)N(CCCl)CCCl.[Na+]. Cell line: OVCAR-8. Synergy scores: CSS=12.5, Synergy_ZIP=7.70, Synergy_Bliss=11.7, Synergy_Loewe=7.84, Synergy_HSA=7.38.